Dataset: Reaction yield outcomes from USPTO patents with 853,638 reactions. Task: Predict the reaction yield, written as a fraction of the theoretical maximum amount of product (1.0 means a 100% yield; for example, 0.34 means a 34% yield). (1) The reactants are [OH:1][C:2]1[C:7]([CH3:8])=[CH:6][C:5]([C:9]2[CH:14]=[CH:13][CH:12]=[C:11]([CH:15]=[O:16])[CH:10]=2)=[CH:4][C:3]=1[CH3:17].CC1C=CC(S(O[CH2:29][CH2:30][CH2:31][S:32]([CH3:35])(=[O:34])=[O:33])(=O)=O)=CC=1.C(=O)([O-])[O-].[Cs+].[Cs+]. The yield is 0.710. The catalyst is CN(C=O)C. The product is [CH3:8][C:7]1[CH:6]=[C:5]([C:9]2[CH:14]=[CH:13][CH:12]=[C:11]([CH:15]=[O:16])[CH:10]=2)[CH:4]=[C:3]([CH3:17])[C:2]=1[O:1][CH2:29][CH2:30][CH2:31][S:32]([CH3:35])(=[O:34])=[O:33]. (2) The reactants are Cl[C:2]1[C:3]2[N:10]([CH2:11][C:12]([NH2:14])=[O:13])[CH:9]=[CH:8][C:4]=2[N:5]=[CH:6][N:7]=1.[NH2:15][C:16]1[CH:21]=[CH:20][C:19]([OH:22])=[CH:18][C:17]=1[Cl:23].C(=O)([O-])[O-].[K+].[K+].CN1CCCC1=O. The catalyst is O. The product is [NH2:15][C:16]1[CH:21]=[CH:20][C:19]([O:22][C:2]2[C:3]3[N:10]([CH2:11][C:12]([NH2:14])=[O:13])[CH:9]=[CH:8][C:4]=3[N:5]=[CH:6][N:7]=2)=[CH:18][C:17]=1[Cl:23]. The yield is 0.210. (3) The reactants are Br[C:2]1[CH:3]=[C:4]2[C:8](=[CH:9][CH:10]=1)[NH:7][C:6](=[O:11])[C:5]2([O:13][CH3:14])[CH3:12].[Cl:15][C:16]1[CH:17]=[C:18](B(O)O)[CH:19]=[CH:20][CH:21]=1.C(=O)([O-])[O-].[Na+].[Na+]. The catalyst is C(COC)OC.O.C1C=CC([P]([Pd]([P](C2C=CC=CC=2)(C2C=CC=CC=2)C2C=CC=CC=2)([P](C2C=CC=CC=2)(C2C=CC=CC=2)C2C=CC=CC=2)[P](C2C=CC=CC=2)(C2C=CC=CC=2)C2C=CC=CC=2)(C2C=CC=CC=2)C2C=CC=CC=2)=CC=1. The product is [Cl:15][C:16]1[CH:21]=[C:20]([C:2]2[CH:3]=[C:4]3[C:8](=[CH:9][CH:10]=2)[NH:7][C:6](=[O:11])[C:5]3([O:13][CH3:14])[CH3:12])[CH:19]=[CH:18][CH:17]=1. The yield is 0.290. (4) The reactants are Br[CH2:2][CH2:3][N:4]1[CH:12]=[C:11]2[C:6]([CH2:7][CH2:8][C:9]3[C:15]4=[C:16]([NH:20][C:21]5[CH:26]=[CH:25][C:24]([F:27])=[C:23]([Cl:28])[CH:22]=5)[N:17]=[CH:18][N:19]=[C:14]4[S:13][C:10]=32)=[N:5]1.[CH3:29][N:30]1[CH2:35][CH2:34][NH:33][CH2:32][CH2:31]1.[I-].[Na+].C(=O)([O-])[O-].[Na+].[Na+]. The catalyst is CN(C=O)C. The product is [Cl:28][C:23]1[CH:22]=[C:21]([NH:20][C:16]2[N:17]=[CH:18][N:19]=[C:14]3[S:13][C:10]4[C:11]5[C:6]([CH2:7][CH2:8][C:9]=4[C:15]=23)=[N:5][N:4]([CH2:3][CH2:2][N:33]2[CH2:34][CH2:35][N:30]([CH3:29])[CH2:31][CH2:32]2)[CH:12]=5)[CH:26]=[CH:25][C:24]=1[F:27]. The yield is 0.630.